From a dataset of Forward reaction prediction with 1.9M reactions from USPTO patents (1976-2016). Predict the product of the given reaction. (1) Given the reactants [F:1][C:2]1[CH:11]=[CH:10][CH:9]=[C:8]2[C:3]=1[C:4]([CH2:19][C:20]([NH2:22])=[O:21])=[N:5][C:6]([N:12]1[CH2:17][CH2:16][N:15]([CH3:18])[CH2:14][CH2:13]1)=[N:7]2.C[O:24][C:25](=O)[C:26]([C:28]1[C:29]2[CH:42]=[CH:41][S:40][C:30]=2[N:31](C(OC(C)(C)C)=O)[CH:32]=1)=O.CC([O-])(C)C.[K+], predict the reaction product. The product is: [F:1][C:2]1[CH:11]=[CH:10][CH:9]=[C:8]2[C:3]=1[C:4]([C:19]1[C:20](=[O:21])[NH:22][C:25](=[O:24])[C:26]=1[C:28]1[C:29]3[CH:42]=[CH:41][S:40][C:30]=3[NH:31][CH:32]=1)=[N:5][C:6]([N:12]1[CH2:17][CH2:16][N:15]([CH3:18])[CH2:14][CH2:13]1)=[N:7]2. (2) Given the reactants Br[C:2]1[CH:9]=[C:6]([CH:7]=[O:8])[C:5]([OH:10])=[CH:4][CH:3]=1.[F:11][C:12]1[CH:17]=[CH:16][C:15](B(O)O)=[CH:14][CH:13]=1.C([O-])([O-])=O.[K+].[K+], predict the reaction product. The product is: [F:11][C:12]1[CH:17]=[CH:16][C:15]([C:2]2[CH:9]=[C:6]([CH:7]=[O:8])[C:5]([OH:10])=[CH:4][CH:3]=2)=[CH:14][CH:13]=1.